From a dataset of Forward reaction prediction with 1.9M reactions from USPTO patents (1976-2016). Predict the product of the given reaction. Given the reactants [F:1][C:2]([F:7])([F:6])[C:3]([OH:5])=[O:4].[F:8][C:9]([F:14])([F:13])[C:10]([OH:12])=[O:11].FC(F)(F)C(O)=O.[NH:22]1[CH2:25][CH:24]([CH2:26][C:27]([NH:29][C:30]2[CH:31]=[CH:32][C:33]3[NH:34][C:35]4[N:51]=[C:39]([NH:40][C:41]5[CH:42]=[N:43][CH:44]=[C:45]([CH:50]=5)[CH2:46][CH2:47][C:48]=2[CH:49]=3)[N:38]=[CH:37][C:36]=4[Cl:52])=[O:28])[CH2:23]1.[NH:53]1[C:57]([C:58](O)=[O:59])=[CH:56][CH:55]=[N:54]1, predict the reaction product. The product is: [F:1][C:2]([F:7])([F:6])[C:3]([OH:5])=[O:4].[F:8][C:9]([F:14])([F:13])[C:10]([OH:12])=[O:11].[Cl:52][C:36]1[CH:37]=[N:38][C:39]2[NH:40][C:41]3[CH:42]=[N:43][CH:44]=[C:45]([CH:50]=3)[CH2:46][CH2:47][C:48]3[CH:49]=[C:33]([NH:34][C:35]=1[N:51]=2)[CH:32]=[CH:31][C:30]=3[NH:29][C:27](=[O:28])[CH2:26][CH:24]1[CH2:23][N:22]([C:58]([C:57]2[NH:53][N:54]=[CH:55][CH:56]=2)=[O:59])[CH2:25]1.